This data is from Forward reaction prediction with 1.9M reactions from USPTO patents (1976-2016). The task is: Predict the product of the given reaction. (1) Given the reactants [C:1]([O:5][C:6](=[O:13])[NH:7][C:8]1([C:11]#[N:12])[CH2:10][CH2:9]1)([CH3:4])([CH3:3])[CH3:2].CC[O-].[Na+].[NH4+:18].[Cl-:19].N, predict the reaction product. The product is: [ClH:19].[C:1]([O:5][C:6](=[O:13])[NH:7][C:8]1([C:11](=[NH:18])[NH2:12])[CH2:10][CH2:9]1)([CH3:4])([CH3:2])[CH3:3]. (2) Given the reactants [NH2:1][C:2]1[CH:22]=[CH:21][C:5]([CH2:6][N:7]([CH:15]2[CH2:20][CH2:19][CH2:18][CH2:17][CH2:16]2)[C:8]([C:10]2[O:11][CH:12]=[CH:13][CH:14]=2)=[O:9])=[CH:4][CH:3]=1.[CH3:23][O:24][C:25]1[CH:30]=[CH:29][C:28]([CH2:31][C@H:32]([NH:36]C(OCC2C3C=CC=CC=3C3C2=CC=CC=3)=O)[C:33](O)=[O:34])=[CH:27][CH:26]=1, predict the reaction product. The product is: [NH2:36][C@@H:32]([CH2:31][C:28]1[CH:29]=[CH:30][C:25]([O:24][CH3:23])=[CH:26][CH:27]=1)[C:33]([NH:1][C:2]1[CH:3]=[CH:4][C:5]([CH2:6][N:7]([CH:15]2[CH2:20][CH2:19][CH2:18][CH2:17][CH2:16]2)[C:8]([C:10]2[O:11][CH:12]=[CH:13][CH:14]=2)=[O:9])=[CH:21][CH:22]=1)=[O:34]. (3) The product is: [CH:8]([C:6]1[S:7][C:3]([C:2](=[O:1])[C:13]2[CH:18]=[CH:17][CH:16]=[CH:15][C:14]=2[N+:19]([O-:21])=[O:20])=[C:4]([C:11]#[N:12])[N:5]=1)([CH3:10])[CH3:9]. Given the reactants [OH:1][CH:2]([C:13]1[CH:18]=[CH:17][CH:16]=[CH:15][C:14]=1[N+:19]([O-:21])=[O:20])[C:3]1[S:7][C:6]([CH:8]([CH3:10])[CH3:9])=[N:5][C:4]=1[C:11]#[N:12], predict the reaction product. (4) Given the reactants C(N(CC)CC)C.[CH3:8][S:9](Cl)(=[O:11])=[O:10].[Cl:13][C:14]1[CH:19]=[CH:18][C:17]([S:20]([CH:23]([C:29]2[CH:34]=[C:33]([F:35])[CH:32]=[CH:31][C:30]=2[F:36])[CH:24]([OH:28])[CH2:25][CH2:26][CH3:27])(=[O:22])=[O:21])=[CH:16][CH:15]=1, predict the reaction product. The product is: [CH3:8][S:9]([O:28][CH:24]([CH2:25][CH2:26][CH3:27])[CH:23]([S:20]([C:17]1[CH:16]=[CH:15][C:14]([Cl:13])=[CH:19][CH:18]=1)(=[O:22])=[O:21])[C:29]1[CH:34]=[C:33]([F:35])[CH:32]=[CH:31][C:30]=1[F:36])(=[O:11])=[O:10]. (5) Given the reactants [S:1]1[CH:5]=[C:4]([C:6]2[C:7]([NH2:26])=[N:8][CH:9]=[C:10]([C:12]3[CH:17]=[CH:16][C:15]([O:18][Si:19]([C:22]([CH3:25])([CH3:24])[CH3:23])([CH3:21])[CH3:20])=[CH:14][CH:13]=3)[N:11]=2)[C:3]2[CH:27]=[CH:28][CH:29]=[CH:30][C:2]1=2.[Si:31]([O:38][C:39]1[CH:44]=[CH:43][C:42]([CH2:45][C:46](Cl)=[O:47])=[CH:41][CH:40]=1)([C:34]([CH3:37])([CH3:36])[CH3:35])([CH3:33])[CH3:32].O, predict the reaction product. The product is: [S:1]1[CH:5]=[C:4]([C:6]2[C:7]([NH:26][C:46](=[O:47])[CH2:45][C:42]3[CH:41]=[CH:40][C:39]([O:38][Si:31]([C:34]([CH3:36])([CH3:35])[CH3:37])([CH3:32])[CH3:33])=[CH:44][CH:43]=3)=[N:8][CH:9]=[C:10]([C:12]3[CH:13]=[CH:14][C:15]([O:18][Si:19]([C:22]([CH3:25])([CH3:24])[CH3:23])([CH3:21])[CH3:20])=[CH:16][CH:17]=3)[N:11]=2)[C:3]2[CH:27]=[CH:28][CH:29]=[CH:30][C:2]1=2. (6) Given the reactants [NH2:1][C:2]1[CH:3]=[CH:4][CH:5]=[C:6]2[C:11]=1[CH2:10][CH:9]([OH:12])[CH2:8][CH2:7]2.[C:13]([Si:17](Cl)([CH3:19])[CH3:18])([CH3:16])([CH3:15])[CH3:14].N1C=CN=C1, predict the reaction product. The product is: [Si:17]([O:12][CH:9]1[CH2:10][C:11]2[C:2]([NH2:1])=[CH:3][CH:4]=[CH:5][C:6]=2[CH2:7][CH2:8]1)([C:13]([CH3:16])([CH3:15])[CH3:14])([CH3:19])[CH3:18]. (7) Given the reactants [N:1]1([C:7](=[O:24])[CH2:8][CH:9]([CH2:13][S:14]([CH2:17][C:18]2[CH:23]=[CH:22][CH:21]=[CH:20][CH:19]=2)(=[O:16])=[O:15])[C:10]([OH:12])=[O:11])[CH2:6][CH2:5][O:4][CH2:3][CH2:2]1.[OH-].[Na+].[F:27][CH:28]([F:38])[O:29]C1C=CC=CC=1CBr.OOS([O-])=O.[K+], predict the reaction product. The product is: [F:27][CH:28]([F:38])[O:29][C:23]1[CH:22]=[CH:21][CH:20]=[CH:19][C:18]=1[CH2:17][S:14]([CH2:13][CH:9]([CH2:8][C:7]([N:1]1[CH2:6][CH2:5][O:4][CH2:3][CH2:2]1)=[O:24])[C:10]([OH:12])=[O:11])(=[O:15])=[O:16]. (8) Given the reactants [NH2:1][CH2:2][C:3]1[N:8]=[C:7]([N:9]([CH2:17][C:18]([O:20][C:21]([CH3:24])([CH3:23])[CH3:22])=[O:19])[C:10]([O:12][C:13]([CH3:16])([CH3:15])[CH3:14])=[O:11])[CH:6]=[CH:5][CH:4]=1.[N:25]1[CH:30]=[CH:29][CH:28]=[CH:27][C:26]=1[S:31](Cl)(=[O:33])=[O:32], predict the reaction product. The product is: [C:13]([O:12][C:10]([N:9]([CH2:17][C:18]([O:20][C:21]([CH3:24])([CH3:23])[CH3:22])=[O:19])[C:7]1[CH:6]=[CH:5][CH:4]=[C:3]([CH2:2][NH:1][S:31]([C:26]2[CH:27]=[CH:28][CH:29]=[CH:30][N:25]=2)(=[O:33])=[O:32])[N:8]=1)=[O:11])([CH3:16])([CH3:15])[CH3:14]. (9) Given the reactants [CH2:1]([O:3][C:4]([C:6]1[C:12]2[NH:13][C:14]3[CH:15]=[CH:16][CH:17]=[C:18]([O:20][CH2:21][C:22]4[CH:27]=[CH:26][CH:25]=[CH:24][CH:23]=4)[C:19]=3[C:11]=2[CH2:10][CH2:9][NH:8][CH:7]=1)=[O:5])[CH3:2].[F:28][C:29]1[CH:37]=[CH:36][C:32]([C:33](Cl)=[O:34])=[CH:31][CH:30]=1.FC1C=C(C=CC=1F)C(Cl)=O, predict the reaction product. The product is: [CH2:1]([O:3][C:4]([C:6]1[C:12]2[NH:13][C:14]3[CH:15]=[CH:16][CH:17]=[C:18]([O:20][CH2:21][C:22]4[CH:23]=[CH:24][CH:25]=[CH:26][CH:27]=4)[C:19]=3[C:11]=2[CH2:10][CH2:9][N:8]([C:33](=[O:34])[C:32]2[CH:36]=[CH:37][C:29]([F:28])=[CH:30][CH:31]=2)[CH:7]=1)=[O:5])[CH3:2].